From a dataset of Forward reaction prediction with 1.9M reactions from USPTO patents (1976-2016). Predict the product of the given reaction. (1) Given the reactants Br[C:2]1[CH:9]=[C:8]([N:10]2[C:18]3[C:13](=[C:14]([C:19]4[CH:20]=[N:21][C:22]5[C:27]([CH:28]=4)=[CH:26][CH:25]=[CH:24][CH:23]=5)[CH:15]=[CH:16][CH:17]=3)[C:12]([CH3:29])=[N:11]2)[CH:7]=[CH:6][C:3]=1[C:4]#[N:5].[NH2:30][CH:31]1[CH2:36][CH2:35][O:34][CH2:33][CH2:32]1.C(=O)([O-])[O-].[Cs+].[Cs+].C1(P(C2C=CC=CC=2)C2C3OC4C(=CC=CC=4P(C4C=CC=CC=4)C4C=CC=CC=4)C(C)(C)C=3C=CC=2)C=CC=CC=1, predict the reaction product. The product is: [CH3:29][C:12]1[C:13]2[C:18](=[CH:17][CH:16]=[CH:15][C:14]=2[C:19]2[CH:20]=[N:21][C:22]3[C:27]([CH:28]=2)=[CH:26][CH:25]=[CH:24][CH:23]=3)[N:10]([C:8]2[CH:7]=[CH:6][C:3]([C:4]#[N:5])=[C:2]([NH:30][CH:31]3[CH2:36][CH2:35][O:34][CH2:33][CH2:32]3)[CH:9]=2)[N:11]=1. (2) Given the reactants CC(C)([O:4][C:5](=[O:44])[CH2:6][N:7](C(=O)C(F)(F)F)[C:8]1[CH:17]=[C:16]([C:18]2[C:27]3[C:22](=[CH:23][C:24]([O:33][CH2:34][CH3:35])=[C:25]4[O:30][C:29]([CH3:32])([CH3:31])[CH2:28][C:26]4=3)[CH2:21][C:20]([CH3:37])([CH3:36])[N:19]=2)[CH:15]=[CH:14][C:9]=1[C:10]([O:12][CH3:13])=[O:11])C.C(=O)([O-])[O-].[K+].[K+], predict the reaction product. The product is: [CH2:34]([O:33][C:24]1[CH:23]=[C:22]2[C:27](=[C:26]3[CH2:28][C:29]([CH3:32])([CH3:31])[O:30][C:25]=13)[C:18]([C:16]1[CH:15]=[CH:14][C:9]([C:10]([O:12][CH3:13])=[O:11])=[C:8]([NH:7][CH2:6][C:5]([OH:44])=[O:4])[CH:17]=1)=[N:19][C:20]([CH3:36])([CH3:37])[CH2:21]2)[CH3:35]. (3) Given the reactants Cl[C:2]1[CH:7]=[CH:6][C:5]([B:8]2[O:12]C(C)(C)C(C)(C)[O:9]2)=[CH:4][N:3]=1.[NH:17]1[CH2:21][CH2:20][CH:19]([OH:22])[CH2:18]1.CCN(C(C)C)C(C)C, predict the reaction product. The product is: [OH:22][CH:19]1[CH2:20][CH2:21][N:17]([C:2]2[N:3]=[CH:4][C:5]([B:8]([OH:9])[OH:12])=[CH:6][CH:7]=2)[CH2:18]1. (4) The product is: [Cl:41][C:40]1[CH:39]=[CH:38][CH:37]=[C:36]([Cl:42])[C:35]=1[CH2:34][CH2:33][CH2:32][O:29][CH2:28][C:24]1[CH:23]=[C:22]([CH2:21][CH2:20][N:16]2[CH2:15][C@@H:14]([C:12]3[CH:11]=[CH:10][C:8]4[O:9][C:4]([CH3:30])([CH3:3])[O:5][CH2:6][C:7]=4[CH:13]=3)[O:18][C:17]2=[O:19])[CH:27]=[CH:26][CH:25]=1. Given the reactants [H-].[Na+].[CH3:3][C:4]1([CH3:30])[O:9][C:8]2[CH:10]=[CH:11][C:12]([C@H:14]3[O:18][C:17](=[O:19])[N:16]([CH2:20][CH2:21][C:22]4[CH:27]=[CH:26][CH:25]=[C:24]([CH2:28][OH:29])[CH:23]=4)[CH2:15]3)=[CH:13][C:7]=2[CH2:6][O:5]1.Br[CH2:32][CH2:33][CH2:34][C:35]1[C:40]([Cl:41])=[CH:39][CH:38]=[CH:37][C:36]=1[Cl:42].O, predict the reaction product. (5) Given the reactants [CH3:1][S:2][C:3]1[CH:8]=[CH:7][C:6]([C:9](=[O:11])[CH3:10])=[CH:5][CH:4]=1.[Cl:12][C:13]1[CH:14]=[C:15]([C:20](=[O:25])[C:21]([F:24])([F:23])[F:22])[CH:16]=[C:17]([Cl:19])[CH:18]=1.C(N(CCCC)CCCC)CCC, predict the reaction product. The product is: [Cl:12][C:13]1[CH:14]=[C:15]([C:20]([OH:25])([C:21]([F:22])([F:23])[F:24])[CH2:10][C:9]([C:6]2[CH:7]=[CH:8][C:3]([S:2][CH3:1])=[CH:4][CH:5]=2)=[O:11])[CH:16]=[C:17]([Cl:19])[CH:18]=1.